This data is from Full USPTO retrosynthesis dataset with 1.9M reactions from patents (1976-2016). The task is: Predict the reactants needed to synthesize the given product. (1) Given the product [ClH:16].[F:1][C:2]1([F:15])[CH2:7][CH2:6][NH:5][CH2:4][CH2:3]1, predict the reactants needed to synthesize it. The reactants are: [F:1][C:2]1([F:15])[CH2:7][CH2:6][N:5](C(OC(C)(C)C)=O)[CH2:4][CH2:3]1.[ClH:16]. (2) Given the product [CH3:1][O:2][C:3]1[CH:4]=[C:5]2[C:10](=[CH:11][C:12]=1[O:13][CH3:14])[N:9]=[CH:8][N:7]=[C:6]2[O:15][C:16]1[CH:22]=[CH:21][C:19]([NH:20][C:41](=[O:47])[O:40][CH2:38][C:54]2[CH:57]=[CH:58][C:51]([C:50]([F:60])([F:59])[F:49])=[CH:52][CH:53]=2)=[CH:18][CH:17]=1, predict the reactants needed to synthesize it. The reactants are: [CH3:1][O:2][C:3]1[CH:4]=[C:5]2[C:10](=[CH:11][C:12]=1[O:13][CH3:14])[N:9]=[CH:8][N:7]=[C:6]2[O:15][C:16]1[CH:22]=[CH:21][C:19]([NH2:20])=[CH:18][CH:17]=1.C1(C)C=CC=CC=1.C(N(CC)CC)C.Cl[C:38](Cl)([O:40][C:41](=[O:47])OC(Cl)(Cl)Cl)Cl.[F:49][C:50]([F:60])([F:59])[C:51]1[CH:58]=[CH:57][C:54](CO)=[CH:53][CH:52]=1. (3) Given the product [OH:39][C:40]1[CH:41]=[C:42]([NH:55][S:56]([CH3:59])(=[O:58])=[O:57])[CH:43]=[C:44]([C:2]2[C:10]3[C:9]([NH:11][C@H:12]([C:14]4[N:19]([C:20]5[CH:25]=[CH:24][CH:23]=[CH:22][CH:21]=5)[C:18](=[O:26])[C:17]5=[C:27]([CH3:30])[CH:28]=[CH:29][N:16]5[N:15]=4)[CH3:13])=[N:8][CH:7]=[N:6][C:5]=3[N:4]([CH2:31][O:32][CH2:33][CH2:34][Si:35]([CH3:38])([CH3:37])[CH3:36])[CH:3]=2)[CH:45]=1, predict the reactants needed to synthesize it. The reactants are: Br[C:2]1[C:10]2[C:9]([NH:11][C@H:12]([C:14]3[N:19]([C:20]4[CH:25]=[CH:24][CH:23]=[CH:22][CH:21]=4)[C:18](=[O:26])[C:17]4=[C:27]([CH3:30])[CH:28]=[CH:29][N:16]4[N:15]=3)[CH3:13])=[N:8][CH:7]=[N:6][C:5]=2[N:4]([CH2:31][O:32][CH2:33][CH2:34][Si:35]([CH3:38])([CH3:37])[CH3:36])[CH:3]=1.[OH:39][C:40]1[CH:41]=[C:42]([NH:55][S:56]([CH3:59])(=[O:58])=[O:57])[CH:43]=[C:44](B2OC(C)(C)C(C)(C)O2)[CH:45]=1.C(=O)([O-])[O-].[Na+].[Na+]. (4) Given the product [C:1]([O:5][C:6]([N:8]1[CH2:12][C@H:11]([O:13][CH2:14][C:15]2[CH:20]=[CH:19][CH:18]=[CH:17][CH:16]=2)[CH2:10][C@H:9]1[CH2:21][O:23][CH3:24])=[O:7])([CH3:4])([CH3:3])[CH3:2], predict the reactants needed to synthesize it. The reactants are: [C:1]([O:5][C:6]([N:8]1[CH2:12][C@H:11]([O:13][CH2:14][C:15]2[CH:20]=[CH:19][CH:18]=[CH:17][CH:16]=2)[CH2:10][C@H:9]1[C:21]([OH:23])=O)=[O:7])([CH3:4])([CH3:3])[CH3:2].[CH3:24]I. (5) The reactants are: [C:1](=[O:8])([O:3][C:4]([CH3:7])([CH3:6])[CH3:5])[NH2:2].[OH-].[Na+].ClN1C(C)(C)C(=O)N(Cl)C1=[O:14].[F:22][C:23]([F:33])([F:32])[C:24]1[CH:25]=[C:26]([CH:29]=[CH:30][CH:31]=1)[CH:27]=[CH2:28].S([O-])([O-])=O.[Na+].[Na+]. Given the product [F:22][C:23]([F:32])([F:33])[C:24]1[CH:25]=[C:26]([C@H:27]([NH:2][C:1](=[O:8])[O:3][C:4]([CH3:7])([CH3:6])[CH3:5])[CH2:28][OH:14])[CH:29]=[CH:30][CH:31]=1, predict the reactants needed to synthesize it. (6) Given the product [Si:1]([O:8][C@@H:9]1[C@@:28]2([CH3:29])[C:13](=[CH:14][CH:15]=[C:16]3[C@@H:27]2[CH2:26][CH2:25][C@@:24]2([CH3:30])[C@H:17]3[CH2:18][CH:19]=[C:20]2[C@H:21]([OH:23])[CH3:22])[CH2:12][C@@H:11]([O:31][Si:32]([C:35]([CH3:36])([CH3:38])[CH3:37])([CH3:33])[CH3:34])[CH2:10]1)([C:4]([CH3:7])([CH3:6])[CH3:5])([CH3:3])[CH3:2].[Si:1]([O:8][C@@H:9]1[C@@:28]2([CH3:29])[C:13](=[CH:14][CH:15]=[C:16]3[C@@H:27]2[CH2:26][CH2:25][C@@:24]2([CH3:30])[C@H:17]3[CH2:18][CH:19]=[C:20]2[C@@H:21]([OH:23])[CH3:22])[CH2:12][C@@H:11]([O:31][Si:32]([C:35]([CH3:36])([CH3:38])[CH3:37])([CH3:33])[CH3:34])[CH2:10]1)([C:4]([CH3:7])([CH3:6])[CH3:5])([CH3:3])[CH3:2], predict the reactants needed to synthesize it. The reactants are: [Si:1]([O:8][C@@H:9]1[C@@:28]2([CH3:29])[C:13](=[CH:14][CH:15]=[C:16]3[C@@H:27]2[CH2:26][CH2:25][C@@:24]2([CH3:30])[C@H:17]3[CH2:18][CH:19]=[C:20]2[C:21](=[O:23])[CH3:22])[CH2:12][C@@H:11]([O:31][Si:32]([C:35]([CH3:38])([CH3:37])[CH3:36])([CH3:34])[CH3:33])[CH2:10]1)([C:4]([CH3:7])([CH3:6])[CH3:5])([CH3:3])[CH3:2].O.O.O.O.O.O.O.[Cl-].[Ce+3].[Cl-].[Cl-].[BH4-].[Na+]. (7) The reactants are: [Li+].[OH-].F[C:4]1[CH:13]=[C:12]([C:14]([F:17])([F:16])[F:15])[CH:11]=[CH:10][C:5]=1[C:6]([O:8]C)=O.[SH:18][CH2:19][C:20]([O:22][CH3:23])=[O:21].Cl. Given the product [OH:8][C:6]1[C:5]2[CH:10]=[CH:11][C:12]([C:14]([F:17])([F:16])[F:15])=[CH:13][C:4]=2[S:18][C:19]=1[C:20]([O:22][CH3:23])=[O:21], predict the reactants needed to synthesize it.